This data is from Forward reaction prediction with 1.9M reactions from USPTO patents (1976-2016). The task is: Predict the product of the given reaction. (1) Given the reactants [O:1]1[C:9]2[C:4](=[CH:5][CH:6]=[CH:7][CH:8]=2)[C:3](=O)[CH2:2]1.[C:11]([CH:16]=P(C1C=CC=CC=1)(C1C=CC=CC=1)C1C=CC=CC=1)([O:13][CH2:14][CH3:15])=[O:12], predict the reaction product. The product is: [CH2:14]([O:13][C:11](=[O:12])[CH2:16][C:3]1[C:4]2[CH:5]=[CH:6][CH:7]=[CH:8][C:9]=2[O:1][CH:2]=1)[CH3:15]. (2) Given the reactants Br[C:2]1[CH:7]=[CH:6][N:5]2[N:8]=[CH:9][CH:10]=[C:4]2[CH:3]=1.C(O[Na])(C)(C)C.C1C=CC(P(C2C(C3C(P(C4C=CC=CC=4)C4C=CC=CC=4)=CC=C4C=3C=CC=C4)=C3C(C=CC=C3)=CC=2)C2C=CC=CC=2)=CC=1.[CH3:63][NH2:64].C1COCC1, predict the reaction product. The product is: [CH3:63][NH:64][C:2]1[CH:7]=[CH:6][N:5]2[N:8]=[CH:9][CH:10]=[C:4]2[CH:3]=1. (3) Given the reactants O.[C@@H:2]1([N:10]2[C:19]3[N:18]=[CH:17][N:16]=[C:14]([NH2:15])[C:13]=3[N:12]=[CH:11]2)[O:9][C@H:6]([CH2:7][OH:8])[C@@H:4]([OH:5])[CH2:3]1.O.C[Si](C)(C)N[Si](C)(C)C.CO[C:32]1[CH:51]=[CH:50][CH:49]=[CH:48][C:33]=1[C:34](Cl)([C:41]1[CH:46]=[CH:45][CH:44]=[CH:43][CH:42]=1)[C:35]1[CH:40]=[CH:39][CH:38]=[CH:37][CH:36]=1.CN1CC[O:56][CH2:55]C1, predict the reaction product. The product is: [CH3:55][O:56][NH:15][C:14]1[C:13]2[N:12]=[CH:11][N:10]([C:19]=2[N:18]=[CH:17][N:16]=1)[C@:2]1([C:34]([C:33]2[CH:48]=[CH:49][CH:50]=[CH:51][CH:32]=2)([C:35]2[CH:36]=[CH:37][CH:38]=[CH:39][CH:40]=2)[C:41]2[CH:46]=[CH:45][CH:44]=[CH:43][CH:42]=2)[O:9][C@H:6]([CH2:7][OH:8])[C@@H:4]([OH:5])[CH2:3]1. (4) Given the reactants [NH2:1][CH:2]([CH2:8][C:9]1[C:14]([NH:15][C:16]([O:18][C:19]([CH3:22])([CH3:21])[CH3:20])=[O:17])=[CH:13][CH:12]=[C:11]([C:23]2[CH:28]=[CH:27][CH:26]=[CH:25][CH:24]=2)[N:10]=1)[C:3]([O:5][CH2:6][CH3:7])=[O:4].[CH2:29]([O:36][C:37](ON1C(=O)CCC1=O)=[O:38])[C:30]1[CH:35]=[CH:34][CH:33]=[CH:32][CH:31]=1, predict the reaction product. The product is: [CH2:29]([O:36][C:37]([NH:1][CH:2]([CH2:8][C:9]1[C:14]([NH:15][C:16]([O:18][C:19]([CH3:22])([CH3:21])[CH3:20])=[O:17])=[CH:13][CH:12]=[C:11]([C:23]2[CH:24]=[CH:25][CH:26]=[CH:27][CH:28]=2)[N:10]=1)[C:3]([O:5][CH2:6][CH3:7])=[O:4])=[O:38])[C:30]1[CH:35]=[CH:34][CH:33]=[CH:32][CH:31]=1.